From a dataset of Peptide-MHC class I binding affinity with 185,985 pairs from IEDB/IMGT. Regression. Given a peptide amino acid sequence and an MHC pseudo amino acid sequence, predict their binding affinity value. This is MHC class I binding data. (1) The peptide sequence is QVMLLVLCAV. The MHC is HLA-A02:06 with pseudo-sequence HLA-A02:06. The binding affinity (normalized) is 0.772. (2) The peptide sequence is ERYFRIHSL. The MHC is HLA-B44:02 with pseudo-sequence HLA-B44:02. The binding affinity (normalized) is 0. (3) The peptide sequence is NMETLNMTM. The MHC is HLA-A02:01 with pseudo-sequence HLA-A02:01. The binding affinity (normalized) is 0.331. (4) The peptide sequence is SSYRRPVGI. The MHC is Mamu-A02 with pseudo-sequence Mamu-A02. The binding affinity (normalized) is 0.400. (5) The peptide sequence is YPLHEQHGM. The MHC is HLA-A03:01 with pseudo-sequence HLA-A03:01. The binding affinity (normalized) is 0.0847.